The task is: Predict the reactants needed to synthesize the given product.. This data is from Full USPTO retrosynthesis dataset with 1.9M reactions from patents (1976-2016). (1) Given the product [C:27]([NH:26][C@H:24]1[CH2:25][C@H:22]([O:21][C:15]2[CH:16]=[C:17]([F:20])[CH:18]=[CH:19][C:14]=2[NH:13][C:12]2[C:7]3[C:6]([CH3:31])=[C:5]([C:3]([OH:4])=[O:2])[S:30][C:8]=3[N:9]=[CH:10][N:11]=2)[CH2:23]1)(=[O:29])[CH3:28], predict the reactants needed to synthesize it. The reactants are: C[O:2][C:3]([C:5]1[S:30][C:8]2[N:9]=[CH:10][N:11]=[C:12]([NH:13][C:14]3[CH:19]=[CH:18][C:17]([F:20])=[CH:16][C:15]=3[O:21][C@H:22]3[CH2:25][C@H:24]([NH:26][C:27](=[O:29])[CH3:28])[CH2:23]3)[C:7]=2[C:6]=1[CH3:31])=[O:4].Cl. (2) Given the product [F:7][C:8]1[CH:9]=[C:10]2[C:15](=[CH:16][C:17]=1[N:1]1[CH2:6][CH2:5][O:4][CH2:3][CH2:2]1)[N:14]([C:19]([C:22]1[CH:27]=[CH:26][C:25]([C:28]([F:31])([F:29])[F:30])=[CH:24][CH:23]=1)([CH3:21])[CH3:20])[CH:13]=[C:12]([C:32]#[N:33])[C:11]2=[O:34], predict the reactants needed to synthesize it. The reactants are: [NH:1]1[CH2:6][CH2:5][O:4][CH2:3][CH2:2]1.[F:7][C:8]1[CH:9]=[C:10]2[C:15](=[CH:16][C:17]=1F)[N:14]([C:19]([C:22]1[CH:27]=[CH:26][C:25]([C:28]([F:31])([F:30])[F:29])=[CH:24][CH:23]=1)([CH3:21])[CH3:20])[CH:13]=[C:12]([C:32]#[N:33])[C:11]2=[O:34]. (3) Given the product [CH2:15]([N:17]1[C:25]2[C:20](=[N:21][CH:22]=[CH:23][C:24]=2[C:26]([F:27])([F:29])[F:28])[N:19]([C:30]2[CH:35]=[CH:34][C:33]([O:36][C:3]3[N:2]([CH3:1])[C:6]4=[N:7][CH:8]=[CH:9][CH:10]=[C:5]4[N:4]=3)=[CH:32][CH:31]=2)[C:18]1=[O:37])[CH3:16], predict the reactants needed to synthesize it. The reactants are: [CH3:1][N:2]1[C:6]2=[N:7][CH:8]=[CH:9][CH:10]=[C:5]2[N:4]=[C:3]1S(C)(=O)=O.[CH2:15]([N:17]1[C:25]2[C:20](=[N:21][CH:22]=[CH:23][C:24]=2[C:26]([F:29])([F:28])[F:27])[N:19]([C:30]2[CH:35]=[CH:34][C:33]([OH:36])=[CH:32][CH:31]=2)[C:18]1=[O:37])[CH3:16].[H-].[Na+].O. (4) Given the product [ClH:1].[Cl:1][C:2]1[CH:3]=[CH:4][C:5]([CH2:6][NH:7][C:8]([C:10]2[C:11](=[O:23])[C:12]3[CH:18]=[C:17]([C:19]#[C:20][CH2:21][OH:22])[S:16][C:13]=3[N:14]([CH2:34][CH2:35][N:36]([CH2:39][CH3:40])[CH2:37][CH3:38])[CH:15]=2)=[O:9])=[CH:24][CH:25]=1, predict the reactants needed to synthesize it. The reactants are: [Cl:1][C:2]1[CH:25]=[CH:24][C:5]([CH2:6][NH:7][C:8]([C:10]2[C:11]([OH:23])=[C:12]3[CH:18]=[C:17]([C:19]#[C:20][CH2:21][OH:22])[S:16][C:13]3=[N:14][CH:15]=2)=[O:9])=[CH:4][CH:3]=1.C([O-])([O-])=O.[K+].[K+].Br.Br[CH2:34][CH2:35][N:36]([CH2:39][CH3:40])[CH2:37][CH3:38].Br.BrCCNCC. (5) Given the product [CH:11]1[C:12]([C@H:15]2[N:18]([C:19]3[CH:24]=[CH:23][C:22]([F:25])=[CH:21][CH:20]=3)[C:17](=[O:26])[C@@H:16]2[CH2:27][CH2:28][C@H:29]([OH:30])[C:31]2[CH:36]=[CH:35][C:34]([F:37])=[CH:33][CH:32]=2)=[CH:13][CH:14]=[C:9]([OH:8])[CH:10]=1, predict the reactants needed to synthesize it. The reactants are: C([O:8][C:9]1[CH:14]=[CH:13][C:12]([C@H:15]2[N:18]([C:19]3[CH:24]=[CH:23][C:22]([F:25])=[CH:21][CH:20]=3)[C:17](=[O:26])[C@@H:16]2[CH2:27][CH2:28][C@@H:29]([C:31]2[CH:36]=[CH:35][C:34]([F:37])=[CH:33][CH:32]=2)[OH:30])=[CH:11][CH:10]=1)C1C=CC=CC=1.[H][H].C1(C)C=CC=CC=1.C(OCC)(=O)C. (6) Given the product [C:1]([O:5][C:6]([N:8]1[CH2:24][C@@H:23]([CH3:25])[N:11]2[C:12]3[CH:13]=[C:14]([C:19]([F:20])([F:21])[F:22])[C:15]([Br:26])=[CH:16][C:17]=3[CH2:18][C@@H:10]2[CH2:9]1)=[O:7])([CH3:4])([CH3:2])[CH3:3], predict the reactants needed to synthesize it. The reactants are: [C:1]([O:5][C:6]([N:8]1[CH2:24][CH:23]([CH3:25])[N:11]2[C:12]3[CH:13]=[C:14]([C:19]([F:22])([F:21])[F:20])[CH:15]=[CH:16][C:17]=3[CH2:18][CH:10]2[CH2:9]1)=[O:7])([CH3:4])([CH3:3])[CH3:2].[Br:26]N1C(=O)CCC1=O. (7) Given the product [OH:17][C:18]1[C:27](=[O:28])[C:26]2[C:21](=[CH:22][CH:23]=[CH:24][CH:25]=2)[O:20][C:19]=1[C:29]1[CH:30]=[CH:31][CH:32]=[CH:33][CH:34]=1, predict the reactants needed to synthesize it. The reactants are: C(OC(CCCCC([O:17][C:18]1[C:27](=[O:28])[C:26]2[C:21](=[CH:22][CH:23]=[CH:24][CH:25]=2)[O:20][C:19]=1[C:29]1[CH:34]=[CH:33][CH:32]=[CH:31][CH:30]=1)=O)=O)C1C=CC=CC=1.C1COCC1.